From a dataset of CYP2C19 inhibition data for predicting drug metabolism from PubChem BioAssay. Regression/Classification. Given a drug SMILES string, predict its absorption, distribution, metabolism, or excretion properties. Task type varies by dataset: regression for continuous measurements (e.g., permeability, clearance, half-life) or binary classification for categorical outcomes (e.g., BBB penetration, CYP inhibition). Dataset: cyp2c19_veith. (1) The compound is O=C(CCn1c(=O)[nH]c2ccsc2c1=O)Nc1ccc(F)c(F)c1. The result is 0 (non-inhibitor). (2) The molecule is COc1ccc(/C=C/C(=O)Oc2cccc(/C=N/NC(=O)COc3c(C)cccc3C)c2)cc1. The result is 0 (non-inhibitor). (3) The compound is C[C@H](N)[C@@H](O)c1ccccc1. The result is 0 (non-inhibitor). (4) The molecule is CC(=O)OC[C@@H]1O[C@H](C/C=N\O[C@@H](C)c2cc(-c3c(C)cc(C)cc3C)no2)C=C[C@@H]1OC(C)=O. The result is 0 (non-inhibitor). (5) The drug is O=C1[C@H]2CCn3c(=O)n(-c4ccccc4)c(=O)n3[C@H]2[C@H](O)[C@H]2O[C@@H]12. The result is 0 (non-inhibitor).